The task is: Regression. Given a peptide amino acid sequence and an MHC pseudo amino acid sequence, predict their binding affinity value. This is MHC class I binding data.. This data is from Peptide-MHC class I binding affinity with 185,985 pairs from IEDB/IMGT. (1) The peptide sequence is FSDGTWRDEY. The MHC is HLA-A02:01 with pseudo-sequence HLA-A02:01. The binding affinity (normalized) is 0. (2) The peptide sequence is DLPPAIAAE. The MHC is HLA-A02:01 with pseudo-sequence HLA-A02:01. The binding affinity (normalized) is 0.0847. (3) The peptide sequence is YIIILAVLFI. The MHC is HLA-A02:01 with pseudo-sequence HLA-A02:01. The binding affinity (normalized) is 0.585. (4) The peptide sequence is RQDILDLWIY. The MHC is HLA-A02:01 with pseudo-sequence HLA-A02:01. The binding affinity (normalized) is 0. (5) The MHC is HLA-A33:01 with pseudo-sequence HLA-A33:01. The peptide sequence is CLEWLRAKRK. The binding affinity (normalized) is 0.138. (6) The peptide sequence is MSIPATLFV. The MHC is HLA-A02:06 with pseudo-sequence HLA-A02:06. The binding affinity (normalized) is 0.769. (7) The peptide sequence is LTDDMIAAY. The MHC is HLA-A11:01 with pseudo-sequence HLA-A11:01. The binding affinity (normalized) is 0.232.